From a dataset of Full USPTO retrosynthesis dataset with 1.9M reactions from patents (1976-2016). Predict the reactants needed to synthesize the given product. (1) Given the product [CH:13]1[C:22]2[C:17](=[CH:18][CH:19]=[CH:20][CH:21]=2)[CH:16]=[CH:15][C:14]=1[S:23]([NH:1][C:2]1[S:3][CH:4]=[C:5]([CH2:7][C:8]([O:10][CH2:11][CH3:12])=[O:9])[N:6]=1)(=[O:24])=[O:25], predict the reactants needed to synthesize it. The reactants are: [NH2:1][C:2]1[S:3][CH:4]=[C:5]([CH2:7][C:8]([O:10][CH2:11][CH3:12])=[O:9])[N:6]=1.[CH:13]1[C:22]2[C:17](=[CH:18][CH:19]=[CH:20][CH:21]=2)[CH:16]=[CH:15][C:14]=1[S:23](Cl)(=[O:25])=[O:24]. (2) Given the product [C:22]([O:26][C:27]([NH:29][N:30]([C:31]1[CH:36]=[C:35]([Cl:37])[CH:34]=[CH:33][C:32]=1[Cl:38])[C:18]([CH:11]1[C:10](=[O:21])[C@@:9]2([CH3:8])[C:15]([CH3:17])([CH3:16])[C@@H:12]1[CH2:13][CH2:14]2)=[O:19])=[O:28])([CH3:25])([CH3:23])[CH3:24], predict the reactants needed to synthesize it. The reactants are: C(N(CC)CC)C.[CH3:8][C@:9]12[C:15]([CH3:17])([CH3:16])[C@H:12]([CH2:13][CH2:14]1)[CH:11]([C:18](Cl)=[O:19])[C:10]2=[O:21].[C:22]([O:26][C:27]([NH:29][NH:30][C:31]1[CH:36]=[C:35]([Cl:37])[CH:34]=[CH:33][C:32]=1[Cl:38])=[O:28])([CH3:25])([CH3:24])[CH3:23]. (3) The reactants are: Cl.[Cl:2][CH2:3][C:4]1[N:5]([CH2:17][CH2:18][CH2:19][NH:20]C(=O)OC(C)(C)C)[C:6]2[C:15]3[N:14]=[CH:13][CH:12]=[CH:11][C:10]=3[N:9]=[CH:8][C:7]=2[N:16]=1. Given the product [ClH:2].[Cl:2][CH2:3][C:4]1[N:5]([CH2:17][CH2:18][CH2:19][NH2:20])[C:6]2[C:15]3[N:14]=[CH:13][CH:12]=[CH:11][C:10]=3[N:9]=[CH:8][C:7]=2[N:16]=1, predict the reactants needed to synthesize it. (4) Given the product [CH2:28]([C:4]1[CH:3]=[C:2]([C:36]2[CH:37]=[CH:38][C:33]([F:32])=[CH:34][CH:35]=2)[CH:7]=[C:6]([CH3:8])[C:5]=1[C:9]1[C:10](=[O:27])[CH:11]([CH2:16][CH2:17][NH:18][C:19]([C:21]2[CH:26]=[CH:25][CH:24]=[CH:23][N:22]=2)=[O:20])[CH2:12][C:13]=1[O:14][CH3:15])[CH3:29], predict the reactants needed to synthesize it. The reactants are: Br[C:2]1[CH:7]=[C:6]([CH3:8])[C:5]([C:9]2[C:10](=[O:27])[CH:11]([CH2:16][CH2:17][NH:18][C:19]([C:21]3[CH:26]=[CH:25][CH:24]=[CH:23][N:22]=3)=[O:20])[CH2:12][C:13]=2[O:14][CH3:15])=[C:4]([CH2:28][CH3:29])[CH:3]=1.[F-].[Cs+].[F:32][C:33]1[CH:38]=[CH:37][C:36](B(O)O)=[CH:35][CH:34]=1. (5) Given the product [CH2:1]([C@H:8]([NH:23][C:24](=[O:30])[O:25][C:26]([CH3:29])([CH3:28])[CH3:27])[C@@H:9]([OH:22])[CH:10]([NH:11][CH2:12][CH2:13][CH2:14][CH2:15][C:16]1([CH3:21])[O:20][CH2:19][CH2:18][O:17]1)[S:48]([C:45]1[CH:44]=[CH:43][C:42]([O:41][CH3:40])=[CH:47][CH:46]=1)(=[O:50])=[O:49])[C:2]1[CH:7]=[CH:6][CH:5]=[CH:4][CH:3]=1, predict the reactants needed to synthesize it. The reactants are: [CH2:1]([C@H:8]([NH:23][C:24](=[O:30])[O:25][C:26]([CH3:29])([CH3:28])[CH3:27])[C@H:9]([OH:22])[CH2:10][NH:11][CH2:12][CH2:13][CH2:14][CH2:15][C:16]1([CH3:21])[O:20][CH2:19][CH2:18][O:17]1)[C:2]1[CH:7]=[CH:6][CH:5]=[CH:4][CH:3]=1.C(N(C(C)C)C(C)C)C.[CH3:40][O:41][C:42]1[CH:47]=[CH:46][C:45]([S:48](Cl)(=[O:50])=[O:49])=[CH:44][CH:43]=1. (6) Given the product [CH3:1][O:2][CH2:3][CH2:4][NH:5][C:6]1[CH:11]=[CH:10][C:9]([NH2:12])=[CH:8][N:7]=1, predict the reactants needed to synthesize it. The reactants are: [CH3:1][O:2][CH2:3][CH2:4][NH:5][C:6]1[CH:11]=[CH:10][C:9]([N+:12]([O-])=O)=[CH:8][N:7]=1. (7) The reactants are: Br[C:2]1[CH:7]=[C:6]([C:8]([F:11])([F:10])[F:9])[N:5]=[C:4]([C:12]([OH:14])=[O:13])[CH:3]=1.[CH3:15][N:16]1CCCC1=O. Given the product [C:15]([C:2]1[CH:7]=[C:6]([C:8]([F:11])([F:10])[F:9])[N:5]=[C:4]([C:12]([OH:14])=[O:13])[CH:3]=1)#[N:16], predict the reactants needed to synthesize it. (8) The reactants are: [Cl:1][C:2]1[CH:3]=[C:4]([S:9](Cl)(=[O:11])=[O:10])[CH:5]=[N:6][C:7]=1[Cl:8].Cl.[NH2:14][C@@H:15]1[CH2:19][CH2:18][N:17]([CH3:20])[C:16]1=[O:21].CCN(C(C)C)C(C)C. Given the product [Cl:1][C:2]1[CH:3]=[C:4]([S:9]([NH:14][C@@H:15]2[CH2:19][CH2:18][N:17]([CH3:20])[C:16]2=[O:21])(=[O:11])=[O:10])[CH:5]=[N:6][C:7]=1[Cl:8], predict the reactants needed to synthesize it.